This data is from Forward reaction prediction with 1.9M reactions from USPTO patents (1976-2016). The task is: Predict the product of the given reaction. (1) Given the reactants Br[CH2:2][C:3]1[C:8]([CH3:9])=[CH:7][CH:6]=[CH:5][C:4]=1[N:10]1[C:14](=[O:15])[N:13]([CH3:16])[N:12]=[N:11]1.[Br:17][C:18]1[CH:23]=[CH:22][C:21]([OH:24])=[CH:20][C:19]=1[O:25][CH3:26].C(=O)([O-])[O-].[K+].[K+].C(#N)C, predict the reaction product. The product is: [Br:17][C:18]1[CH:23]=[CH:22][C:21]([O:24][CH2:2][C:3]2[C:8]([CH3:9])=[CH:7][CH:6]=[CH:5][C:4]=2[N:10]2[C:14](=[O:15])[N:13]([CH3:16])[N:12]=[N:11]2)=[CH:20][C:19]=1[O:25][CH3:26]. (2) Given the reactants [O:1]1[CH:5]=[CH:4][CH:3]=[C:2]1[C:6]1[N:10]([C:11]2[CH:12]=[C:13]([C:16]#[N:17])[S:14][CH:15]=2)[N:9]=[C:8]([C:18]([F:21])([F:20])[F:19])[CH:7]=1.[NH:22]([C:35]([O:37][C:38]([CH3:41])([CH3:40])[CH3:39])=[O:36])[C@H:23]([C:25](ON1C(=O)CCC1=O)=[O:26])[CH3:24].C(N(CC)CC)C, predict the reaction product. The product is: [O:1]1[CH:5]=[CH:4][CH:3]=[C:2]1[C:6]1[N:10]([C:11]2[CH:12]=[C:13]([CH2:16][NH:17][C:25](=[O:26])[C@@H:23]([NH:22][C:35](=[O:36])[O:37][C:38]([CH3:40])([CH3:39])[CH3:41])[CH3:24])[S:14][CH:15]=2)[N:9]=[C:8]([C:18]([F:20])([F:21])[F:19])[CH:7]=1. (3) Given the reactants [CH3:1][N:2]([CH3:7])[CH2:3][CH2:4][CH2:5][OH:6].CC(C)([O-])C.[K+].Br[C:15]1[N:20]=[CH:19][C:18]([CH2:21][N:22]2[CH:31]=[CH:30][C:29]3[C:24](=[CH:25][CH:26]=[C:27]([C:32]4[CH:33]=[C:34]([CH:41]=[CH:42][C:43]=4[CH3:44])[C:35]([NH:37][CH:38]4[CH2:40][CH2:39]4)=[O:36])[CH:28]=3)[C:23]2=[O:45])=[CH:17][CH:16]=1, predict the reaction product. The product is: [CH:38]1([NH:37][C:35](=[O:36])[C:34]2[CH:41]=[CH:42][C:43]([CH3:44])=[C:32]([C:27]3[CH:28]=[C:29]4[C:24](=[CH:25][CH:26]=3)[C:23](=[O:45])[N:22]([CH2:21][C:18]3[CH:19]=[N:20][C:15]([O:6][CH2:5][CH2:4][CH2:3][N:2]([CH3:7])[CH3:1])=[CH:16][CH:17]=3)[CH:31]=[CH:30]4)[CH:33]=2)[CH2:39][CH2:40]1. (4) Given the reactants I[CH:2]([CH3:4])[CH3:3].CN(C)C=O.[NH2:10][C:11](=[N:17][OH:18])[C:12](=[N:15][OH:16])[C:13]#[N:14].C(=O)([O-])[O-].[K+].[K+], predict the reaction product. The product is: [NH2:10][C:11](=[N:17][OH:18])[C:12](=[N:15][O:16][CH:2]([CH3:4])[CH3:3])[C:13]#[N:14].